Dataset: Reaction yield outcomes from USPTO patents with 853,638 reactions. Task: Predict the reaction yield, written as a fraction of the theoretical maximum amount of product (1.0 means a 100% yield; for example, 0.34 means a 34% yield). (1) The reactants are [NH:1]1[C:9]2[C:4](=[CH:5][C:6]([C:10]#[N:11])=[CH:7][CH:8]=2)[CH:3]=[N:2]1.[H-].[Al+3].[Li+].[H-].[H-].[H-].O.[OH-].[Li+]. The catalyst is O1CCCC1. The product is [NH:1]1[C:9]2[C:4](=[CH:5][C:6]([CH2:10][NH2:11])=[CH:7][CH:8]=2)[CH:3]=[N:2]1. The yield is 0.940. (2) The reactants are [C:1]([O:5][C:6]([N:8]1[CH2:13][CH2:12][CH:11]([CH:14]([CH2:17][OH:18])[CH2:15]O)[CH2:10][CH2:9]1)=[O:7])([CH3:4])([CH3:3])[CH3:2].[Li]CCCC.C1(C)C(S(Cl)(=O)=O)=CC=CC=1. The catalyst is C1COCC1. The product is [C:1]([O:5][C:6]([N:8]1[CH2:9][CH2:10][CH:11]([CH:14]2[CH2:15][O:18][CH2:17]2)[CH2:12][CH2:13]1)=[O:7])([CH3:2])([CH3:3])[CH3:4]. The yield is 0.750. (3) The reactants are Br[C:2]1[CH:7]=[CH:6][C:5]([NH:8][C:9]2[N:10]=[C:11]([NH2:29])[C:12]3[CH:18]=[C:17]([C:19]4[C:24]([Cl:25])=[CH:23][CH:22]=[CH:21][C:20]=4[Cl:26])[C:16](=[O:27])[N:15]([CH3:28])[C:13]=3[N:14]=2)=[CH:4][CH:3]=1.C(=O)([O-])[O-].[Cs+].[Cs+].[OH:36][CH2:37][CH2:38][N:39]1[CH2:44][CH2:43][O:42][CH2:41][CH2:40]1. The catalyst is [Cu](I)I.O. The product is [NH2:29][C:11]1[C:12]2[CH:18]=[C:17]([C:19]3[C:24]([Cl:25])=[CH:23][CH:22]=[CH:21][C:20]=3[Cl:26])[C:16](=[O:27])[N:15]([CH3:28])[C:13]=2[N:14]=[C:9]([NH:8][C:5]2[CH:6]=[CH:7][C:2]([O:36][CH2:37][CH2:38][N:39]3[CH2:44][CH2:43][O:42][CH2:41][CH2:40]3)=[CH:3][CH:4]=2)[N:10]=1. The yield is 0.180.